Dataset: Full USPTO retrosynthesis dataset with 1.9M reactions from patents (1976-2016). Task: Predict the reactants needed to synthesize the given product. Given the product [CH3:42][C:39]([O:38][C:36]([N:33]1[CH2:34][CH2:35][N:30]([CH2:29][C:25]2[CH:24]=[C:23]([C:3]3[C:2]([F:1])=[CH:7][CH:6]=[C:5]([CH2:8][N:9]([CH3:22])[C:10]([C:12]4[CH:13]=[C:14]([CH:15]=[CH:16][CH:17]=4)[C:18]([OH:20])=[O:19])=[O:11])[CH:4]=3)[CH:28]=[CH:27][CH:26]=2)[CH2:31][C@@H:32]1[CH3:43])=[O:37])([CH3:40])[CH3:41], predict the reactants needed to synthesize it. The reactants are: [F:1][C:2]1[CH:7]=[CH:6][C:5]([CH2:8][N:9]([CH3:22])[C:10]([C:12]2[CH:17]=[CH:16][CH:15]=[C:14]([C:18]([O:20]C)=[O:19])[CH:13]=2)=[O:11])=[CH:4][C:3]=1[C:23]1[CH:28]=[CH:27][CH:26]=[C:25]([CH2:29][N:30]2[CH2:35][CH2:34][N:33]([C:36]([O:38][C:39]([CH3:42])([CH3:41])[CH3:40])=[O:37])[C@@H:32]([CH3:43])[CH2:31]2)[CH:24]=1.O[Li].O.CC(O)=O.